Dataset: Catalyst prediction with 721,799 reactions and 888 catalyst types from USPTO. Task: Predict which catalyst facilitates the given reaction. (1) Reactant: [F:1][C:2]1[CH:3]=[C:4]([C:26](O)([CH3:28])[CH3:27])[CH:5]=[CH:6][C:7]=1[C:8]1[S:9][C:10]2[C:15]([N:16]=1)=[CH:14][CH:13]=[C:12]([C:17]1([C:20]3[CH:25]=[CH:24][CH:23]=[CH:22][CH:21]=3)[CH2:19][CH2:18]1)[N:11]=2.[Cl:30][CH2:31][C:32]#[N:33].C(O)(=[O:36])C.S(=O)(=O)(O)O. Product: [Cl:30][CH2:31][C:32]([NH:33][C:26]([C:4]1[CH:5]=[CH:6][C:7]([C:8]2[S:9][C:10]3[C:15]([N:16]=2)=[CH:14][CH:13]=[C:12]([C:17]2([C:20]4[CH:25]=[CH:24][CH:23]=[CH:22][CH:21]=4)[CH2:18][CH2:19]2)[N:11]=3)=[C:2]([F:1])[CH:3]=1)([CH3:28])[CH3:27])=[O:36]. The catalyst class is: 2. (2) Reactant: [CH2:1]([O:8][C:9]1[CH:10]=[C:11]2[C:16](=[CH:17][CH:18]=1)[CH2:15][CH:14]([CH:19]([C:21]1[O:22][CH:23]=[CH:24][N:25]=1)[OH:20])[CH2:13][CH2:12]2)[C:2]1[CH:7]=[CH:6][CH:5]=[CH:4][CH:3]=1.[CH3:26][C:27]([Si:30](Cl)([CH3:32])[CH3:31])([CH3:29])[CH3:28].N1C=CN=C1. Product: [CH2:1]([O:8][C:9]1[CH:10]=[C:11]2[C:16](=[CH:17][CH:18]=1)[CH2:15][CH:14]([CH:19]([O:20][Si:30]([C:27]([CH3:29])([CH3:28])[CH3:26])([CH3:32])[CH3:31])[C:21]1[O:22][CH:23]=[CH:24][N:25]=1)[CH2:13][CH2:12]2)[C:2]1[CH:7]=[CH:6][CH:5]=[CH:4][CH:3]=1. The catalyst class is: 31. (3) Reactant: [C:1]([N:4]1[CH2:8][CH2:7][CH:6]([C:9]2[CH:14]=[CH:13][CH:12]=[CH:11][CH:10]=2)[C:5]1(C(OCC)=O)[C:15]([O:17]CC)=[O:16])(=[O:3])[CH3:2].[OH-].[K+]. Product: [C:1]([N:4]1[CH2:8][CH2:7][CH:6]([C:9]2[CH:14]=[CH:13][CH:12]=[CH:11][CH:10]=2)[C@H:5]1[C:15]([OH:17])=[O:16])(=[O:3])[CH3:2]. The catalyst class is: 8. (4) Reactant: O[CH2:2][CH:3]([CH2:14][O:15][C:16]([C:29]1[CH:34]=[CH:33][CH:32]=[CH:31][CH:30]=1)([C:23]1[CH:28]=[CH:27][CH:26]=[CH:25][CH:24]=1)[C:17]1[CH:22]=[CH:21][CH:20]=[CH:19][CH:18]=1)[CH2:4][CH2:5][N:6]1[CH:11]=[CH:10][C:9](=[O:12])[NH:8][C:7]1=[O:13].C1(P(C2C=CC=CC=2)C2C=CC=CC=2)C=CC=CC=1.C(Br)(Br)(Br)[Br:55].C([O-])(O)=O.[Na+]. Product: [Br:55][CH2:2][CH:3]([CH2:14][O:15][C:16]([C:29]1[CH:34]=[CH:33][CH:32]=[CH:31][CH:30]=1)([C:23]1[CH:28]=[CH:27][CH:26]=[CH:25][CH:24]=1)[C:17]1[CH:22]=[CH:21][CH:20]=[CH:19][CH:18]=1)[CH2:4][CH2:5][N:6]1[CH:11]=[CH:10][C:9](=[O:12])[NH:8][C:7]1=[O:13]. The catalyst class is: 3. (5) Reactant: [O:1]1[C:5]2([CH2:10][CH2:9][NH:8][CH2:7][CH2:6]2)[O:4][CH2:3][CH2:2]1.C(=O)([O-])[O-].[Na+].[Na+].[C:17]([C:19]1[CH:24]=[CH:23][C:22]([S:25](Cl)(=[O:27])=[O:26])=[CH:21][CH:20]=1)#[N:18]. Product: [CH2:23]([C:20]1[CH:21]=[C:22]([S:25]([N:8]2[CH2:9][CH2:10][C:5]3([O:4][CH2:3][CH2:2][O:1]3)[CH2:6][CH2:7]2)(=[O:27])=[O:26])[CH:23]=[CH:24][C:19]=1[C:17]#[N:18])[CH2:24][CH2:19][CH2:20][CH2:21][CH3:22]. The catalyst class is: 2. (6) Reactant: [C:1]1([CH:7]([O:23][C:24]2[CH:29]=[CH:28][C:27]([C:30]([F:33])([F:32])[F:31])=[CH:26][CH:25]=2)[CH2:8][CH2:9][CH2:10][CH2:11][N:12]2C(=O)C3C(=CC=CC=3)C2=O)[CH:6]=[CH:5][CH:4]=[CH:3][CH:2]=1.O.NN. Product: [C:1]1([CH:7]([O:23][C:24]2[CH:25]=[CH:26][C:27]([C:30]([F:31])([F:32])[F:33])=[CH:28][CH:29]=2)[CH2:8][CH2:9][CH2:10][CH2:11][NH2:12])[CH:6]=[CH:5][CH:4]=[CH:3][CH:2]=1. The catalyst class is: 8. (7) Reactant: [C:1]([C:4]1[C:22](=[O:23])[C@@:8]2([CH3:24])[C:9]3[C:15]([OH:16])=[CH:14][C:13]([O:17][CH3:18])=[C:12]([C:19]([NH2:21])=[O:20])[C:10]=3[O:11][C:7]2=[CH:6][C:5]=1[OH:25])(=[O:3])[CH3:2].[N:26]1[CH:31]=[CH:30][CH:29]=[C:28]([CH:32]=O)[CH:27]=1.C([SiH](CC)CC)C.FC(F)(F)C(O)=O. Product: [C:1]([C:4]1[C:22](=[O:23])[C@@:8]2([CH3:24])[C:9]3[C:15]([OH:16])=[CH:14][C:13]([O:17][CH3:18])=[C:12]([C:19]([NH:21][CH2:32][C:28]4[CH:27]=[N:26][CH:31]=[CH:30][CH:29]=4)=[O:20])[C:10]=3[O:11][C:7]2=[CH:6][C:5]=1[OH:25])(=[O:3])[CH3:2]. The catalyst class is: 11. (8) Reactant: C=O.[CH3:3][C:4]1[S:13][C:12]2[NH:11][C:10]3[CH:14]=[CH:15][CH:16]=[CH:17][C:9]=3[N:8]=[C:7]([N:18]3[CH2:23][CH2:22][NH:21][C@@H:20]([CH2:24][CH2:25][C:26]4[C:35]5[C:30](=[CH:31][CH:32]=[CH:33][CH:34]=5)[CH:29]=[CH:28][CH:27]=4)[CH2:19]3)[C:6]=2[CH:5]=1.[C:36](O[BH-](OC(=O)C)OC(=O)C)(=O)C.[Na+]. Product: [CH3:3][C:4]1[S:13][C:12]2[NH:11][C:10]3[CH:14]=[CH:15][CH:16]=[CH:17][C:9]=3[N:8]=[C:7]([N:18]3[CH2:23][CH2:22][N:21]([CH3:36])[C@@H:20]([CH2:24][CH2:25][C:26]4[C:35]5[C:30](=[CH:31][CH:32]=[CH:33][CH:34]=5)[CH:29]=[CH:28][CH:27]=4)[CH2:19]3)[C:6]=2[CH:5]=1. The catalyst class is: 754.